From a dataset of Full USPTO retrosynthesis dataset with 1.9M reactions from patents (1976-2016). Predict the reactants needed to synthesize the given product. (1) The reactants are: [N:1]1[C:9]2[C:4](=[N:5][CH:6]=[CH:7][CH:8]=2)[N:3]([C:10]2[CH:15]=[CH:14][C:13]([CH2:16][C:17]([OH:19])=O)=[C:12]([CH3:20])[CH:11]=2)[CH:2]=1.[CH3:21][N:22]([CH2:24][C:25]1[CH:30]=[CH:29][C:28]([NH2:31])=[CH:27][C:26]=1[C:32]([F:35])([F:34])[F:33])[CH3:23]. Given the product [CH3:23][N:22]([CH2:24][C:25]1[CH:30]=[CH:29][C:28]([NH:31][C:17](=[O:19])[CH2:16][C:13]2[CH:14]=[CH:15][C:10]([N:3]3[C:4]4=[N:5][CH:6]=[CH:7][CH:8]=[C:9]4[N:1]=[CH:2]3)=[CH:11][C:12]=2[CH3:20])=[CH:27][C:26]=1[C:32]([F:33])([F:35])[F:34])[CH3:21], predict the reactants needed to synthesize it. (2) The reactants are: C([C:4]([C@H:6]([C@@H:8]([C@@H:10]([N:13]=[N+:14]=[N-:15])[CH2:11][OH:12])[OH:9])[OH:7])=[O:5])C=C.O. Given the product [N:13]([C@@H:10]([CH2:11][OH:12])[C@@H:8]([OH:9])[C@H:6]([OH:7])[CH:4]=[O:5])=[N+:14]=[N-:15], predict the reactants needed to synthesize it. (3) Given the product [NH2:1][C:2]1[CH:11]=[CH:10][C:9]2[C:8](=[O:26])[NH:12][CH2:7][CH2:6][CH2:5][C:4]=2[C:3]=1[F:14], predict the reactants needed to synthesize it. The reactants are: [NH2:1][C:2]1[C:3]([F:14])=[C:4]2[C:9](=[CH:10][CH:11]=1)[C:8](=[N:12]O)[CH2:7][CH2:6][CH2:5]2.NC1C=CC2C(=[O:26])NCCCC=2C=1. (4) Given the product [CH3:21][N:20]([CH3:22])[C:15]1[CH:16]=[C:17]2[C:12](=[CH:13][CH:14]=1)[CH:11]=[C:10]([C:6]1[C:3]([C:4]#[N:5])=[C:2]([O:24][CH3:23])[N:9]=[CH:8][CH:7]=1)[CH:19]=[CH:18]2, predict the reactants needed to synthesize it. The reactants are: Cl[C:2]1[N:9]=[CH:8][CH:7]=[C:6]([C:10]2[CH:19]=[CH:18][C:17]3[C:12](=[CH:13][CH:14]=[C:15]([N:20]([CH3:22])[CH3:21])[CH:16]=3)[CH:11]=2)[C:3]=1[C:4]#[N:5].[CH3:23][O-:24].[Na+]. (5) Given the product [Cl:1][C:2]1[CH:3]=[C:4]([CH2:19][Cl:23])[C:5]2[O:9][C:8]([C:10]3[CH:15]=[CH:14][C:13]([F:16])=[CH:12][C:11]=3[F:17])=[CH:7][C:6]=2[CH:18]=1, predict the reactants needed to synthesize it. The reactants are: [Cl:1][C:2]1[CH:3]=[C:4]([CH2:19]O)[C:5]2[O:9][C:8]([C:10]3[CH:15]=[CH:14][C:13]([F:16])=[CH:12][C:11]=3[F:17])=[CH:7][C:6]=2[CH:18]=1.S(Cl)([Cl:23])=O. (6) Given the product [CH3:15][N:14]([CH3:16])[CH:11]1[CH2:12][CH2:13][NH:8][CH2:9][C:10]1([CH2:18][CH3:19])[CH3:17], predict the reactants needed to synthesize it. The reactants are: C([N:8]1[CH2:13][CH2:12][CH:11]([N:14]([CH3:16])[CH3:15])[C:10]([CH2:18][CH3:19])([CH3:17])[CH2:9]1)C1C=CC=CC=1. (7) Given the product [Cl:50][C:24]1[S:25][C:26]2[C:32]([O:33][S:34]([C:37]([F:40])([F:39])[F:38])(=[O:36])=[O:35])=[C:31]([C:41](=[O:47])[C:42]([O:44][CH2:45][CH3:46])=[O:43])[C:30]([CH3:48])=[CH:29][C:27]=2[N:28]=1, predict the reactants needed to synthesize it. The reactants are: CC(OI1(OC(C)=O)(OC(C)=O)OC(=O)C2C=CC=CC1=2)=O.Br[C:24]1[S:25][C:26]2[C:32]([O:33][S:34]([C:37]([F:40])([F:39])[F:38])(=[O:36])=[O:35])=[C:31]([C:41](=[O:47])[C:42]([O:44][CH2:45][CH3:46])=[O:43])[C:30]([CH3:48])=[CH:29][C:27]=2[N:28]=1.C(Cl)[Cl:50].